Task: Predict the reaction yield, written as a fraction of the theoretical maximum amount of product (1.0 means a 100% yield; for example, 0.34 means a 34% yield).. Dataset: Reaction yield outcomes from USPTO patents with 853,638 reactions (1) The reactants are NC1(C2C=CC(C3C(=O)C4C(OC=3C3C=CC=CC=3)=C3C(=CC=4)NN=C3)=CC=2)CCC1.C(OC(=O)[NH:38][C:39]1([C:43]2[CH:48]=[CH:47][C:46]([C:49]3[C:54](=[O:55])[C:53]4[CH:56]=[CH:57][C:58]5[N:59]=[C:60]([CH:63]([F:65])[F:64])[NH:61][C:62]=5[C:52]=4[O:51][C:50]=3[C:66]3[CH:71]=[CH:70][CH:69]=[CH:68][CH:67]=3)=[CH:45][CH:44]=2)[CH2:42][CH2:41][CH2:40]1)(C)(C)C. No catalyst specified. The product is [NH2:38][C:39]1([C:43]2[CH:48]=[CH:47][C:46]([C:49]3[C:54](=[O:55])[C:53]4[CH:56]=[CH:57][C:58]5[N:59]=[C:60]([CH:63]([F:65])[F:64])[NH:61][C:62]=5[C:52]=4[O:51][C:50]=3[C:66]3[CH:67]=[CH:68][CH:69]=[CH:70][CH:71]=3)=[CH:45][CH:44]=2)[CH2:40][CH2:41][CH2:42]1. The yield is 0.580. (2) The reactants are [NH2:1][C:2]1[C:11]2[C:6](=[C:7](Br)[CH:8]=[CH:9][CH:10]=2)[N:5]=[N:4][C:3]=1[C:13]([NH:15][CH:16]1[CH2:18][CH2:17]1)=[O:14].[CH3:19][C:20]1[CH:25]=[CH:24][N:23]=[CH:22][C:21]=1B(O)O. No catalyst specified. The product is [NH2:1][C:2]1[C:11]2[C:6](=[C:7]([C:21]3[CH:22]=[N:23][CH:24]=[CH:25][C:20]=3[CH3:19])[CH:8]=[CH:9][CH:10]=2)[N:5]=[N:4][C:3]=1[C:13]([NH:15][CH:16]1[CH2:18][CH2:17]1)=[O:14]. The yield is 0.640. (3) The reactants are C([N:8]1[CH2:13][CH2:12][N:11]([C:14]2[CH:19]=[CH:18][CH:17]=[CH:16][C:15]=2[CH2:20][NH2:21])[CH2:10][CH2:9]1)(OC(C)(C)C)=O.CCN(C(C)C)C(C)C.[C:31](Cl)(=[O:38])[C:32]1[CH:37]=[CH:36][CH:35]=[CH:34][CH:33]=1. The catalyst is C(Cl)Cl.C(OCC)(=O)C.C(O)(C(F)(F)F)=O. The product is [C:31]([NH:21][CH2:20][C:15]1[CH:16]=[CH:17][CH:18]=[CH:19][C:14]=1[N:11]1[CH2:10][CH2:9][NH:8][CH2:13][CH2:12]1)(=[O:38])[C:32]1[CH:37]=[CH:36][CH:35]=[CH:34][CH:33]=1. The yield is 1.00. (4) The reactants are [F:1][C:2]1[CH:7]=[CH:6][C:5]([NH:8][C:9]([C:11]2[CH:16]=[CH:15][C:14]([Cl:17])=[CH:13][N:12]=2)=[O:10])=[CH:4][C:3]=1[C:18]12[CH2:25][CH:24]1[CH2:23][O:22][CH2:21][C:20](=S)[NH:19]2.[NH3:27].C(OO)(C)(C)C. The catalyst is CO. The product is [NH2:27][C:20]1[CH2:21][O:22][CH2:23][CH:24]2[C:18]([C:3]3[CH:4]=[C:5]([NH:8][C:9]([C:11]4[CH:16]=[CH:15][C:14]([Cl:17])=[CH:13][N:12]=4)=[O:10])[CH:6]=[CH:7][C:2]=3[F:1])([CH2:25]2)[N:19]=1. The yield is 1.32. (5) The reactants are [CH2:1]([O:3][C:4](=[O:14])[CH2:5][C:6]1[CH:11]=[CH:10][C:9]([O:12][CH3:13])=[CH:8][CH:7]=1)[CH3:2].C[Si](C)(C)[N-][Si](C)(C)C.[Li+].[C:25]([C:27]1[CH:35]=[CH:34][C:30]([C:31](Cl)=[O:32])=[C:29]([CH3:36])[CH:28]=1)#[N:26]. The catalyst is O1CCCC1. The product is [C:25]([C:27]1[CH:35]=[CH:34][C:30]([C:31](=[O:32])[CH:5]([C:6]2[CH:11]=[CH:10][C:9]([O:12][CH3:13])=[CH:8][CH:7]=2)[C:4]([O:3][CH2:1][CH3:2])=[O:14])=[C:29]([CH3:36])[CH:28]=1)#[N:26]. The yield is 0.887. (6) The reactants are [Si:1]([O:8][CH2:9][C@:10]1([CH3:19])[S:16][CH2:15][CH2:14][N:13]=[C:12](SC)[CH2:11]1)([C:4]([CH3:7])([CH3:6])[CH3:5])([CH3:3])[CH3:2].[C:20]([C:22]1[CH:23]=[CH:24][C:25]([C:28]2[CH:33]=[CH:32][C:31]([C:34]3([C:37]([NH:39][NH2:40])=O)[CH2:36][CH2:35]3)=[CH:30][CH:29]=2)=[N:26][CH:27]=1)#[N:21]. The catalyst is C(O)CCC. The product is [Si:1]([O:8][CH2:9][C@:10]1([CH3:19])[S:16][CH2:15][CH2:14][N:13]2[C:37]([C:34]3([C:31]4[CH:32]=[CH:33][C:28]([C:25]5[CH:24]=[CH:23][C:22]([C:20]#[N:21])=[CH:27][N:26]=5)=[CH:29][CH:30]=4)[CH2:36][CH2:35]3)=[N:39][N:40]=[C:12]2[CH2:11]1)([C:4]([CH3:7])([CH3:6])[CH3:5])([CH3:3])[CH3:2]. The yield is 0.540. (7) The reactants are [CH3:1][C:2]1[CH:3]=[C:4]([NH:8][C:9](=O)[CH2:10][N:11]2[CH2:16][CH2:15][N:14]([C:17]3[CH:22]=[CH:21][CH:20]=[CH:19][N:18]=3)[CH2:13][C@@H:12]2[CH3:23])[CH:5]=[CH:6][CH:7]=1.COC1C=CC(P2(=S)SP(=S)(C3C=CC(OC)=CC=3)[S:34]2)=CC=1. The catalyst is C1(C)C=CC=CC=1. The product is [CH3:1][C:2]1[CH:3]=[C:4]([NH:8][C:9](=[S:34])[CH2:10][N:11]2[CH2:16][CH2:15][N:14]([C:17]3[CH:22]=[CH:21][CH:20]=[CH:19][N:18]=3)[CH2:13][C@@H:12]2[CH3:23])[CH:5]=[CH:6][CH:7]=1. The yield is 0.820. (8) The reactants are C([O:3][C:4](=[O:20])[C:5]1[CH:10]=[C:9]([CH3:11])[C:8]([NH:12][C:13]2[CH:14]=[N:15][C:16]([CH3:19])=[CH:17][CH:18]=2)=[N:7][CH:6]=1)C.[OH-].[Na+]. The catalyst is C1COCC1.CO. The product is [CH3:11][C:9]1[C:8]([NH:12][C:13]2[CH:14]=[N:15][C:16]([CH3:19])=[CH:17][CH:18]=2)=[N:7][CH:6]=[C:5]([CH:10]=1)[C:4]([OH:20])=[O:3]. The yield is 0.670. (9) The reactants are [C:1]([O:5][C:6](=[O:20])[CH2:7][CH2:8][S:9][CH2:10][C:11]1[CH:12]=[C:13]([CH:17]=[CH:18][CH:19]=1)[C:14]([OH:16])=O)([CH3:4])([CH3:3])[CH3:2].[NH2:21][C:22]1[CH:27]=[CH:26][C:25]([N:28]2[CH2:33][CH2:32][CH2:31][CH2:30][CH2:29]2)=[CH:24][C:23]=1[C:34]1[N:39]=[CH:38][N:37]=[C:36]([NH:40][CH2:41][C:42]2[CH:47]=[CH:46][CH:45]=[C:44]([CH3:48])[CH:43]=2)[CH:35]=1. The catalyst is ClCCl.CN(C)C1C=CN=CC=1. The product is [N:28]1([C:25]2[CH:26]=[CH:27][C:22]([NH:21][C:14]([C:13]3[CH:12]=[C:11]([CH:19]=[CH:18][CH:17]=3)[CH2:10][S:9][CH2:8][CH2:7][C:6]([O:5][C:1]([CH3:2])([CH3:3])[CH3:4])=[O:20])=[O:16])=[C:23]([C:34]3[CH:35]=[C:36]([NH:40][CH2:41][C:42]4[CH:47]=[CH:46][CH:45]=[C:44]([CH3:48])[CH:43]=4)[N:37]=[CH:38][N:39]=3)[CH:24]=2)[CH2:29][CH2:30][CH2:31][CH2:32][CH2:33]1. The yield is 0.570. (10) The reactants are [F:1][C:2]([F:24])([F:23])[C:3]1[CH:4]=[C:5]([C:13]2[N:17]=[CH:16][N:15](/[CH:18]=[CH:19]\[C:20]([OH:22])=O)[N:14]=2)[CH:6]=[C:7]([C:9]([F:12])([F:11])[F:10])[CH:8]=1.[CH3:25][C:26]1([CH3:37])[N:31]([CH2:32][C:33]([NH:35][NH2:36])=[O:34])[CH2:30][CH2:29][O:28][CH2:27]1.C1COCC1.CCN(C(C)C)C(C)C. The catalyst is O. The product is [F:24][C:2]([F:23])([F:1])[C:3]1[CH:4]=[C:5]([C:13]2[N:17]=[CH:16][N:15](/[CH:18]=[CH:19]\[C:20]([NH:36][NH:35][C:33](=[O:34])[CH2:32][N:31]3[CH2:30][CH2:29][O:28][CH2:27][C:26]3([CH3:25])[CH3:37])=[O:22])[N:14]=2)[CH:6]=[C:7]([C:9]([F:12])([F:11])[F:10])[CH:8]=1. The yield is 0.130.